This data is from Reaction yield outcomes from USPTO patents with 853,638 reactions. The task is: Predict the reaction yield, written as a fraction of the theoretical maximum amount of product (1.0 means a 100% yield; for example, 0.34 means a 34% yield). (1) The reactants are CO[Na].[CH3:4][O:5][C:6]([CH:8]1[CH:13]([C:14]2[CH:19]=[CH:18][C:17]([O:20][CH2:21][CH2:22][O:23][C:24]3[C:29]([Cl:30])=[CH:28][C:27]([CH3:31])=[CH:26][C:25]=3[Cl:32])=[CH:16][CH:15]=2)[CH2:12][CH2:11][N:10]([C:33]([O:35][C:36]([CH3:39])([CH3:38])[CH3:37])=[O:34])[CH2:9]1)=[O:7].CCOC(C)=O. The catalyst is CO. The product is [CH3:4][O:5][C:6]([C@@H:8]1[C@@H:13]([C:14]2[CH:19]=[CH:18][C:17]([O:20][CH2:21][CH2:22][O:23][C:24]3[C:29]([Cl:30])=[CH:28][C:27]([CH3:31])=[CH:26][C:25]=3[Cl:32])=[CH:16][CH:15]=2)[CH2:12][CH2:11][N:10]([C:33]([O:35][C:36]([CH3:39])([CH3:38])[CH3:37])=[O:34])[CH2:9]1)=[O:7]. The yield is 0.470. (2) The reactants are [Cl:1][C:2]1[N:7]=[C:6]([C:8]2[S:12][C:11]([C:13]([CH3:16])([CH3:15])[CH3:14])=[N:10][C:9]=2[C:17]2[C:18]([F:24])=[C:19]([CH:21]=[CH:22][CH:23]=2)[NH2:20])[CH:5]=[CH:4][N:3]=1.N1C=CC=CC=1.[F:31][C:32]1[CH:37]=[CH:36][C:35]([F:38])=[CH:34][C:33]=1[S:39](Cl)(=[O:41])=[O:40]. The catalyst is C(Cl)Cl. The product is [Cl:1][C:2]1[N:7]=[C:6]([C:8]2[S:12][C:11]([C:13]([CH3:16])([CH3:15])[CH3:14])=[N:10][C:9]=2[C:17]2[C:18]([F:24])=[C:19]([NH:20][S:39]([C:33]3[CH:34]=[C:35]([F:38])[CH:36]=[CH:37][C:32]=3[F:31])(=[O:41])=[O:40])[CH:21]=[CH:22][CH:23]=2)[CH:5]=[CH:4][N:3]=1. The yield is 0.458. (3) The reactants are [C:1]([Si:5]([CH3:35])([CH3:34])[O:6][CH:7]([C:30]([CH3:33])([CH3:32])[CH3:31])[CH2:8][O:9][C:10]1[CH:15]=[CH:14][C:13]([C:16]([C:21]2[S:25][C:24]([CH2:26][OH:27])=[C:23]([CH3:28])[CH:22]=2)([CH2:19][CH3:20])[CH2:17][CH3:18])=[CH:12][C:11]=1[CH3:29])([CH3:4])([CH3:3])[CH3:2].[H-].[Na+].Br[CH2:39][C:40]([O:42][CH3:43])=[O:41]. The catalyst is C1COCC1. The product is [CH3:43][O:42][C:40](=[O:41])[CH2:39][O:27][CH2:26][C:24]1[S:25][C:21]([C:16]([C:13]2[CH:14]=[CH:15][C:10]([O:9][CH2:8][CH:7]([O:6][Si:5]([C:1]([CH3:4])([CH3:3])[CH3:2])([CH3:35])[CH3:34])[C:30]([CH3:33])([CH3:32])[CH3:31])=[C:11]([CH3:29])[CH:12]=2)([CH2:17][CH3:18])[CH2:19][CH3:20])=[CH:22][C:23]=1[CH3:28]. The yield is 0.310. (4) The reactants are [NH2:1][C:2]1([C:5]([O:7][CH3:8])=[O:6])[CH2:4][CH2:3]1.[C:9]([O-])([O-])=O.[Na+].[Na+].[C:15](Cl)([O:17][CH2:18][CH:19]1[C:31]2[C:26](=[CH:27][CH:28]=[CH:29][CH:30]=2)[C:25]2[C:20]1=[CH:21][CH:22]=[CH:23][CH:24]=2)=[O:16].O1[CH2:38][CH2:37]OCC1. The catalyst is O. The product is [CH:30]1[C:31]2[CH:19]([CH2:18][O:17][C:15]([NH:1][C:2]3([C:5]([O:7][CH3:8])=[O:6])[CH2:4][CH2:3][CH2:38][CH2:37][CH2:9]3)=[O:16])[C:20]3[C:25](=[CH:24][CH:23]=[CH:22][CH:21]=3)[C:26]=2[CH:27]=[CH:28][CH:29]=1. The yield is 0.880. (5) The product is [CH2:7]([N:14]([CH3:29])[CH2:15][CH2:16][CH2:17][NH:19][C:20]1[CH:21]=[C:22]2[C:26](=[CH:27][CH:28]=1)[NH:25][N:24]=[CH:23]2)[C:8]1[CH:9]=[CH:10][CH:11]=[CH:12][CH:13]=1. The reactants are [H-].[Al+3].[Li+].[H-].[H-].[H-].[CH2:7]([N:14]([CH3:29])[CH2:15][CH2:16][C:17]([NH:19][C:20]1[CH:21]=[C:22]2[C:26](=[CH:27][CH:28]=1)[NH:25][N:24]=[CH:23]2)=O)[C:8]1[CH:13]=[CH:12][CH:11]=[CH:10][CH:9]=1.O. The yield is 0.720. The catalyst is O1CCCC1. (6) The reactants are Cl[C:2]1[N:7]=[C:6]([N:8]2[CH:12]=[CH:11][C:10]([C:13]([F:16])([F:15])[F:14])=[N:9]2)[N:5]=[C:4]([O:17][CH3:18])[CH:3]=1.[Cl:19][C:20]1[CH:21]=[C:22](B(O)O)[CH:23]=[CH:24][CH:25]=1.COC1C=C(C2C=CC=CC=2)N=C(N2C=CC(C(F)(F)F)=N2)N=1. No catalyst specified. The product is [CH3:18][O:17][C:4]1[CH:3]=[C:2]([C:24]2[CH:23]=[CH:22][CH:21]=[C:20]([Cl:19])[CH:25]=2)[N:7]=[C:6]([N:8]2[CH:12]=[CH:11][C:10]([C:13]([F:16])([F:15])[F:14])=[N:9]2)[N:5]=1. The yield is 0.450. (7) The reactants are [Br:1][C:2]1[CH:7]=[C:6]([CH:8]([CH3:10])[CH3:9])[C:5]([OH:11])=[CH:4][C:3]=1[OH:12].CN(C)[CH:15]=[O:16].[CH2:18](N(C(C)C)C(C)C)C.[CH3:27][O:28][CH2:29]Cl. The catalyst is C(OCC)(=O)C. The product is [Br:1][C:2]1[CH:7]=[C:6]([CH:8]([CH3:10])[CH3:9])[C:5]([O:11][CH2:27][O:28][CH3:29])=[CH:4][C:3]=1[O:12][CH2:18][O:16][CH3:15]. The yield is 0.831. (8) The reactants are Cl[CH2:2][C:3]1[N:7]([CH:8]2[CH2:12][CH2:11][CH2:10][CH2:9]2)[CH:6]=[N:5][CH:4]=1.[CH3:13][C:14]1[N:19]=[C:18]([SH:20])[N:17]=[C:16]([OH:21])[CH:15]=1. No catalyst specified. The product is [CH:8]1([N:7]2[C:3]([CH2:2][S:20][C:18]3[N:17]=[C:16]([OH:21])[CH:15]=[C:14]([CH3:13])[N:19]=3)=[CH:4][N:5]=[CH:6]2)[CH2:12][CH2:11][CH2:10][CH2:9]1. The yield is 0.500. (9) The product is [OH:1][CH2:2][CH2:3][CH:4]1[CH2:8][C:7]2[CH:9]=[C:10]([C:13]3[CH:20]=[CH:19][C:16]([C:17]#[N:18])=[CH:15][CH:14]=3)[CH:11]=[CH:12][C:6]=2[O:5]1. The reactants are [O:1]=[CH:2][CH2:3][CH:4]1[CH2:8][C:7]2[CH:9]=[C:10]([C:13]3[CH:20]=[CH:19][C:16]([C:17]#[N:18])=[CH:15][CH:14]=3)[CH:11]=[CH:12][C:6]=2[O:5]1.[BH4-].[Na+]. The yield is 0.950. The catalyst is CO.